Dataset: Full USPTO retrosynthesis dataset with 1.9M reactions from patents (1976-2016). Task: Predict the reactants needed to synthesize the given product. The reactants are: [OH:1][CH2:2][CH2:3][O:4][C:5]1[CH:6]=[C:7]([CH:11]2[CH2:16][CH2:15][N:14]([C:17]([O:19][CH2:20][C:21]([Cl:24])([Cl:23])[Cl:22])=[O:18])[CH2:13][CH:12]2[O:25][CH2:26][C:27]2[CH:36]=[CH:35][C:34]3[C:29](=[CH:30][CH:31]=[CH:32][CH:33]=3)[CH:28]=2)[CH:8]=[CH:9][CH:10]=1.[N-:37]=[C:38]=[O:39].[Na+]. Given the product [C:38]([O:1][CH2:2][CH2:3][O:4][C:5]1[CH:6]=[C:7]([CH:11]2[CH2:16][CH2:15][N:14]([C:17]([O:19][CH2:20][C:21]([Cl:22])([Cl:23])[Cl:24])=[O:18])[CH2:13][CH:12]2[O:25][CH2:26][C:27]2[CH:36]=[CH:35][C:34]3[C:29](=[CH:30][CH:31]=[CH:32][CH:33]=3)[CH:28]=2)[CH:8]=[CH:9][CH:10]=1)(=[O:39])[NH2:37], predict the reactants needed to synthesize it.